Dataset: Experimentally validated miRNA-target interactions with 360,000+ pairs, plus equal number of negative samples. Task: Binary Classification. Given a miRNA mature sequence and a target amino acid sequence, predict their likelihood of interaction. (1) The miRNA is hsa-miR-187-3p with sequence UCGUGUCUUGUGUUGCAGCCGG. The protein sequence of the target gene is MSSQVVGIEPLYIKAEPASPDSPKGSSETETEPPVTLASGPAPARCLPGHKEEEDGEGAGSGEQGSGKLVLSSLPKRLCLVCGDVASGYHYGVASCEACKAFFKRTIQGSIEYSCPASNECEITKRRRKACQACRFTKCLRVGMLKEGVRLDRVRGGRQKYKRRPEVDPLPFPGPFPAGPLAVAGGPRKTAPVNALVSHLLVVEPEKLYAMPDPASPDGHLPAVATLCDLFDREIVVTISWAKSIPGFSSLSLSDQMSVLQSVWMEVLVLGVAQRSLPLQDELAFAEDLVLDEEGARAAG.... Result: 0 (no interaction). (2) The miRNA is hsa-miR-212-5p with sequence ACCUUGGCUCUAGACUGCUUACU. The protein sequence of the target gene is MELSCPGSRCPVQEQRARWERKRACTARELLETERRYQEQLGLVATYFLGILKAKGTLRPPERQALFGSWELIYGASQELLPYLEGGCWGQGLEGFCRHLELYNQFAANSERSQTTLQEQLKKNKGFRRFVRLQEGRPEFGGLQLQDLLPLPLQRLQQYENLVVALAENTGPNSPDHQQLTRAARLISETAQRVHTIGQKQKNDQHLRRVQALLSGRQAKGLTSGRWFLRQGWLLVVPPHGEPRPRMFFLFTDVLLMAKPRPPLHLLRSGTFACKALYPMAQCHLSRVFGHSGGPCGGLL.... Result: 1 (interaction).